This data is from Catalyst prediction with 721,799 reactions and 888 catalyst types from USPTO. The task is: Predict which catalyst facilitates the given reaction. (1) Reactant: [C:1]([O:5][C:6]([NH:8][C@@H:9]([CH2:13][CH2:14][C:15]1[N:19]([CH2:20][CH2:21][CH2:22][CH2:23][CH3:24])[C:18]2[CH:25]=[CH:26][CH:27]=[CH:28][C:17]=2[N:16]=1)[C:10]([OH:12])=O)=[O:7])([CH3:4])([CH3:3])[CH3:2].[CH3:29][CH2:30]N=C=NCCCN(C)C.Cl.[CH2:41]([O:48][NH2:49])[C:42]1[CH:47]=[CH:46][CH:45]=[CH:44][CH:43]=1. Product: [C:1]([O:5][C:6]([NH:8][C@@H:9]([CH2:13][CH2:14][C:15]1[N:19]([CH2:20][CH:21]2[CH2:22][CH2:23][CH2:24][CH2:30][CH2:29]2)[C:18]2[CH:25]=[CH:26][CH:27]=[CH:28][C:17]=2[N:16]=1)[C:10]([NH:49][O:48][CH2:41][C:42]1[CH:47]=[CH:46][CH:45]=[CH:44][CH:43]=1)=[O:12])=[O:7])([CH3:4])([CH3:2])[CH3:3]. The catalyst class is: 22. (2) Reactant: C[O:2][C:3]1[CH:4]=[C:5]2[C:10](=[CH:11][CH:12]=1)[CH:9]=[N:8][CH:7]=[CH:6]2.Cl.N1C=CC=CC=1.[OH-].[NH4+]. Product: [CH:9]1[C:10]2[C:5](=[CH:4][C:3]([OH:2])=[CH:12][CH:11]=2)[CH:6]=[CH:7][N:8]=1. The catalyst class is: 6.